This data is from Catalyst prediction with 721,799 reactions and 888 catalyst types from USPTO. The task is: Predict which catalyst facilitates the given reaction. (1) Reactant: [Cl:1][C:2]1[C:3]([C:43]([F:46])([F:45])[F:44])=[CH:4][C:5]2[N:9]=[C:8]([CH:10]([NH:12]C(=O)OC(C)(C)C)[CH3:11])[N:7]([C:20]3[CH:25]=[CH:24][C:23]([CH2:26][CH2:27][NH:28][C:29]([NH:31][S:32]([C:35]4[CH:40]=[CH:39][C:38]([CH3:41])=[CH:37][CH:36]=4)(=[O:34])=[O:33])=[O:30])=[CH:22][CH:21]=3)[C:6]=2[CH:42]=1.FC(F)(F)C(O)=O.O. Product: [NH2:12][CH:10]([C:8]1[N:7]([C:20]2[CH:25]=[CH:24][C:23]([CH2:26][CH2:27][NH:28][C:29]([NH:31][S:32]([C:35]3[CH:40]=[CH:39][C:38]([CH3:41])=[CH:37][CH:36]=3)(=[O:34])=[O:33])=[O:30])=[CH:22][CH:21]=2)[C:6]2[CH:42]=[C:2]([Cl:1])[C:3]([C:43]([F:45])([F:44])[F:46])=[CH:4][C:5]=2[N:9]=1)[CH3:11]. The catalyst class is: 2. (2) Reactant: [Cl:1][C:2]1[CH:7]=[C:6]2[NH:8][C:9](=[O:43])[C@@:10]3([C@H:14]([CH2:15][C:16]([C:19]#[N:20])([CH3:18])[CH3:17])[NH:13][C@@H:12]([C:21]([NH:23][C:24]4[CH:33]=[CH:32][C:27]([C:28]([O:30]C)=[O:29])=[CH:26][C:25]=4[F:34])=[O:22])[C@@H:11]3[C:35]3[CH:40]=[CH:39][CH:38]=[C:37]([Cl:41])[C:36]=3[F:42])[C:5]2=[CH:4][CH:3]=1.[Li+].[OH-].Cl. The catalyst class is: 1. Product: [Cl:1][C:2]1[CH:7]=[C:6]2[NH:8][C:9](=[O:43])[C@@:10]3([C@H:14]([CH2:15][C:16]([C:19]#[N:20])([CH3:18])[CH3:17])[NH:13][C@@H:12]([C:21]([NH:23][C:24]4[CH:33]=[CH:32][C:27]([C:28]([OH:30])=[O:29])=[CH:26][C:25]=4[F:34])=[O:22])[C@@H:11]3[C:35]3[CH:40]=[CH:39][CH:38]=[C:37]([Cl:41])[C:36]=3[F:42])[C:5]2=[CH:4][CH:3]=1. (3) Reactant: C(OC([N:8]([CH2:13][CH3:14])[CH2:9][C:10]([OH:12])=[O:11])=O)(C)(C)C.[CH3:15][Si](C=[N+]=[N-])(C)C.[ClH:22].CC(O)=O. Product: [Cl-:22].[CH2:13]([NH2+:8][CH2:9][C:10]([O:12][CH3:15])=[O:11])[CH3:14]. The catalyst class is: 5.